From a dataset of Full USPTO retrosynthesis dataset with 1.9M reactions from patents (1976-2016). Predict the reactants needed to synthesize the given product. (1) Given the product [CH3:4][N:5]1[CH2:6][CH:7]=[C:8]([C:11]2[C:19]3[C:14](=[CH:15][C:16]([NH2:20])=[CH:17][CH:18]=3)[N:13]([S:23]([C:26]3[CH:31]=[CH:30][CH:29]=[CH:28][CH:27]=3)(=[O:24])=[O:25])[CH:12]=2)[CH2:9][CH2:10]1, predict the reactants needed to synthesize it. The reactants are: [Sn](Cl)Cl.[CH3:4][N:5]1[CH2:10][CH:9]=[C:8]([C:11]2[C:19]3[C:14](=[CH:15][C:16]([N+:20]([O-])=O)=[CH:17][CH:18]=3)[N:13]([S:23]([C:26]3[CH:31]=[CH:30][CH:29]=[CH:28][CH:27]=3)(=[O:25])=[O:24])[CH:12]=2)[CH2:7][CH2:6]1. (2) Given the product [Br:1][C:2]1[CH:3]=[C:4]([I:19])[C:5]([NH2:11])=[C:6]2[C:10]=1[S:9][N:8]=[N:7]2, predict the reactants needed to synthesize it. The reactants are: [Br:1][C:2]1[CH:3]=[CH:4][C:5]([NH2:11])=[C:6]2[C:10]=1[S:9][N:8]=[N:7]2.C1C(=O)N([I:19])C(=O)C1. (3) Given the product [Cl:1][C:2]1[CH:3]=[C:4]([N:14]([CH2:21][C:22]2[CH:27]=[CH:26][C:25]([O:28][CH3:29])=[CH:24][CH:23]=2)[C:15]2[CH:16]=[CH:17][CH:18]=[CH:19][CH:20]=2)[C:5]2[N:6]([C:8]([C:11]([NH:41][C:40]3[CH:42]=[CH:43][CH:44]=[C:38]([C:35]4[N:34]=[C:33]([CH:30]([CH3:32])[CH3:31])[O:37][N:36]=4)[CH:39]=3)=[O:12])=[CH:9][N:10]=2)[N:7]=1, predict the reactants needed to synthesize it. The reactants are: [Cl:1][C:2]1[CH:3]=[C:4]([N:14]([CH2:21][C:22]2[CH:27]=[CH:26][C:25]([O:28][CH3:29])=[CH:24][CH:23]=2)[C:15]2[CH:20]=[CH:19][CH:18]=[CH:17][CH:16]=2)[C:5]2[N:6]([C:8]([C:11](O)=[O:12])=[CH:9][N:10]=2)[N:7]=1.[CH:30]([C:33]1[O:37][N:36]=[C:35]([C:38]2[CH:39]=[C:40]([CH:42]=[CH:43][CH:44]=2)[NH2:41])[N:34]=1)([CH3:32])[CH3:31].C(N(CC)C(C)C)(C)C.F[B-](F)(F)F.N1(OC(N(C)C)=[N+](C)C)C2C=CC=CC=2N=N1.C([O-])(O)=O.[Na+]. (4) Given the product [CH3:28][NH:29][C:22](=[O:23])[CH:21]([O:25][CH2:26][CH3:27])[CH2:20][C:17]1[CH:18]=[CH:19][C:14]([O:13][CH2:12][CH2:11][N:4]2[C:5]3[CH:10]=[CH:9][CH:8]=[CH:7][C:6]=3[O:1][CH2:2][CH2:3]2)=[CH:15][CH:16]=1, predict the reactants needed to synthesize it. The reactants are: [O:1]1[C:6]2[CH:7]=[CH:8][CH:9]=[CH:10][C:5]=2[N:4]([CH2:11][CH2:12][O:13][C:14]2[CH:19]=[CH:18][C:17]([CH2:20][CH:21]([O:25][CH2:26][CH3:27])[C:22](O)=[O:23])=[CH:16][CH:15]=2)[CH2:3][CH2:2]1.[CH3:28][NH2:29]. (5) The reactants are: Cl[C:2]1[C:11]2[C:6](=[CH:7][C:8]([O:14][CH3:15])=[C:9]([O:12][CH3:13])[CH:10]=2)[N:5]=[CH:4][CH:3]=1.[OH:16][C:17]1[CH:26]=[CH:25][C:24]2[C:19](=[CH:20][CH:21]=[CH:22][CH:23]=2)[C:18]=1[CH:27]=[O:28].O. Given the product [CH3:13][O:12][C:9]1[CH:10]=[C:11]2[C:6](=[CH:7][C:8]=1[O:14][CH3:15])[N:5]=[CH:4][CH:3]=[C:2]2[O:16][C:17]1[CH:26]=[CH:25][C:24]2[C:19](=[CH:20][CH:21]=[CH:22][CH:23]=2)[C:18]=1[CH:27]=[O:28], predict the reactants needed to synthesize it. (6) The reactants are: [OH:1][C:2]1[C:3]([C:8]2[CH:13]=[CH:12][CH:11]=[CH:10][CH:9]=2)=[N:4][CH:5]=[CH:6][CH:7]=1.[CH2:14]([Br:17])[CH:15]=[CH2:16]. Given the product [Br-:17].[OH:1][C:2]1[C:3]([C:8]2[CH:9]=[CH:10][CH:11]=[CH:12][CH:13]=2)=[N+:4]([CH2:16][CH:15]=[CH2:14])[CH:5]=[CH:6][CH:7]=1, predict the reactants needed to synthesize it.